The task is: Binary Classification. Given a T-cell receptor sequence (or CDR3 region) and an epitope sequence, predict whether binding occurs between them.. This data is from TCR-epitope binding with 47,182 pairs between 192 epitopes and 23,139 TCRs. (1) The epitope is CINGVCWTV. The TCR CDR3 sequence is CASSLGPPPDNEQFF. Result: 1 (the TCR binds to the epitope). (2) The epitope is CLGGLLTMV. The TCR CDR3 sequence is CAASTGNYGYTF. Result: 0 (the TCR does not bind to the epitope). (3) The epitope is RAKFKQLL. The TCR CDR3 sequence is CASLRLGIDQETQYF. Result: 1 (the TCR binds to the epitope). (4) The epitope is GLNKIVRMY. The TCR CDR3 sequence is CASSLVGVVDF. Result: 0 (the TCR does not bind to the epitope). (5) The epitope is YSEHPTFTSQY. The TCR CDR3 sequence is CASSVFGEQYF. Result: 0 (the TCR does not bind to the epitope). (6) The epitope is YSEHPTFTSQY. The TCR CDR3 sequence is CATSPGPRNTEAFF. Result: 0 (the TCR does not bind to the epitope). (7) The epitope is QYDPVAALF. The TCR CDR3 sequence is CSASPGTGISTDTQYF. Result: 0 (the TCR does not bind to the epitope). (8) The epitope is TPINLVRDL. The TCR CDR3 sequence is CASSLSDPYEQYF. Result: 0 (the TCR does not bind to the epitope). (9) The epitope is AYILFTRFFYV. The TCR CDR3 sequence is CASSLGNEQFF. Result: 1 (the TCR binds to the epitope). (10) The epitope is AMFWSVPTV. The TCR CDR3 sequence is CASSYTSGTTDTQYF. Result: 0 (the TCR does not bind to the epitope).